This data is from Catalyst prediction with 721,799 reactions and 888 catalyst types from USPTO. The task is: Predict which catalyst facilitates the given reaction. Reactant: [CH2:1]1[C:9]2[C:4](=[CH:5][CH:6]=[CH:7][CH:8]=2)[CH2:3][CH:2]1[C@@H:10]([NH:49][C:50](OCC1C=CC=CC=1)=[O:51])[C:11]([N:13]([CH:23]([C:41]1[C:42]([CH3:48])=[N:43][C:44]([CH3:47])=[CH:45][CH:46]=1)[C:24](=[O:40])[NH:25][C:26]1C=C[CH:29]=[CH:28][C:27]=1OCC1C=CC=CC=1)[C@@H:14](C(OC)=O)[C@H:15]([CH2:17][CH3:18])[CH3:16])=[O:12].[C:60]([OH:63])(=O)[CH3:61]. Product: [CH2:3]1[C:4]2[C:9](=[CH:8][CH:7]=[CH:6][CH:5]=2)[CH2:1][CH:2]1[C@H:10]1[NH:49][C:50](=[O:51])[C@@H:14]([C@@H:15]([CH3:16])[CH2:17][CH3:18])[N:13]([CH:23]([C:41]2[C:42]([CH3:48])=[N:43][C:44]([CH3:47])=[CH:45][CH:46]=2)[C:24]([NH:25][C:26]2[CH:27]=[CH:28][CH:29]=[CH:61][C:60]=2[OH:63])=[O:40])[C:11]1=[O:12]. The catalyst class is: 29.